From a dataset of Reaction yield outcomes from USPTO patents with 853,638 reactions. Predict the reaction yield, written as a fraction of the theoretical maximum amount of product (1.0 means a 100% yield; for example, 0.34 means a 34% yield). The reactants are [CH3:1][C:2]1[CH:7]=[C:6]([CH3:8])[CH:5]=[CH:4][N+:3]=1[O-].[C:10]([O:13]C(=O)C)(=[O:12])[CH3:11]. No catalyst specified. The product is [CH3:8][C:6]1[CH:5]=[CH:4][N:3]=[C:2]([CH2:1][O:13][C:10](=[O:12])[CH3:11])[CH:7]=1. The yield is 0.298.